The task is: Predict the reactants needed to synthesize the given product.. This data is from Full USPTO retrosynthesis dataset with 1.9M reactions from patents (1976-2016). (1) Given the product [Br:11][C:12]1[CH:13]=[C:14]([S:18]([O:4][CH2:3][C:2]([CH3:6])([CH3:5])[CH3:1])(=[O:20])=[O:19])[CH:15]=[CH:16][CH:17]=1, predict the reactants needed to synthesize it. The reactants are: [CH3:1][C:2]([CH3:6])([CH3:5])[CH2:3][OH:4].C(Cl)(Cl)Cl.[Br:11][C:12]1[CH:13]=[C:14]([S:18](Cl)(=[O:20])=[O:19])[CH:15]=[CH:16][CH:17]=1.C(=O)([O-])O.[Na+]. (2) Given the product [CH3:1][CH2:2][C@H:3]1[O:18][C:16](=[O:17])[C@H:15]([CH3:19])[C@@H:14]([O:20][C@@H:21]2[O:26][C@@H:25]([CH3:27])[C@H:24]([OH:28])[C@@:23]([O:30][CH3:31])([CH3:29])[CH2:22]2)[C@H:13]([CH3:32])[C@@H:12]([O:33][C@@H:34]2[O:39][C@H:38]([CH3:40])[CH2:37][C@H:36]([NH:41][CH3:42])[C@H:35]2[OH:44])[C@@:11]([OH:46])([CH3:45])[CH2:10][C@@H:9]([CH3:47])[CH2:8][N:7]([CH3:48])[C@H:6]([CH3:49])[C@@H:5]([OH:50])[C@@:4]1([OH:52])[CH3:51], predict the reactants needed to synthesize it. The reactants are: [CH3:1][CH2:2][C@H:3]1[O:18][C:16](=[O:17])[C@H:15]([CH3:19])[C@@H:14]([O:20][C@@H:21]2[O:26][C@@H:25]([CH3:27])[C@H:24]([OH:28])[C@@:23]([O:30][CH3:31])([CH3:29])[CH2:22]2)[C@H:13]([CH3:32])[C@@H:12]([O:33][C@@H:34]2[O:39][C@H:38]([CH3:40])[CH2:37][C@H:36]([N:41](C)[CH3:42])[C@H:35]2[OH:44])[C@@:11]([OH:46])([CH3:45])[CH2:10][C@@H:9]([CH3:47])[CH2:8][N:7]([CH3:48])[C@H:6]([CH3:49])[C@@H:5]([OH:50])[C@@:4]1([OH:52])[CH3:51].C([O-])(=O)C.[Na+].II.[OH-].[Na+].[NH4+].[OH-]. (3) Given the product [Cl:1][C:2]1[CH:3]=[C:4]([CH:8]=[CH:9][CH:10]=1)[C:5]([NH:20][C:11]([CH3:13])([C:14]1[CH:19]=[CH:18][CH:17]=[CH:16][CH:15]=1)[CH3:12])=[O:6], predict the reactants needed to synthesize it. The reactants are: [Cl:1][C:2]1[CH:3]=[C:4]([CH:8]=[CH:9][CH:10]=1)[C:5](Cl)=[O:6].[C:11]([NH2:20])([C:14]1[CH:19]=[CH:18][CH:17]=[CH:16][CH:15]=1)([CH3:13])[CH3:12].C(N(CC)CC)C.O. (4) Given the product [Cl:26][CH2:27][CH2:28][CH2:29][CH:20]([CH:18]1[CH2:17][CH2:16][CH2:15][C:14]([CH3:25])([CH3:13])[O:19]1)[C:21]([O:23][CH3:24])=[O:22], predict the reactants needed to synthesize it. The reactants are: C([Li])CCC.C(NC(C)C)(C)C.[CH3:13][C:14]1([CH3:25])[O:19][CH:18]([CH2:20][C:21]([O:23][CH3:24])=[O:22])[CH2:17][CH2:16][CH2:15]1.[Cl:26][CH2:27][CH2:28][CH2:29]I.[Cl-].[NH4+].